Dataset: Full USPTO retrosynthesis dataset with 1.9M reactions from patents (1976-2016). Task: Predict the reactants needed to synthesize the given product. (1) Given the product [CH:9]1([NH:8][C:6]2[C:5]([C:13]3[CH:17]=[CH:16][N:15]([CH3:18])[N:14]=3)=[CH:4][N:3]=[C:2]([C:29]3[CH:28]=[CH:27][CH:26]=[C:25]([C:23]4[CH:22]=[N:21][N:20]([CH3:19])[CH:24]=4)[CH:30]=3)[N:7]=2)[CH2:12][CH2:11][CH2:10]1, predict the reactants needed to synthesize it. The reactants are: Cl[C:2]1[N:7]=[C:6]([NH:8][CH:9]2[CH2:12][CH2:11][CH2:10]2)[C:5]([C:13]2[CH:17]=[CH:16][N:15]([CH3:18])[N:14]=2)=[CH:4][N:3]=1.[CH3:19][N:20]1[CH:24]=[C:23]([C:25]2[CH:30]=[CH:29][CH:28]=[C:27](B3OC(C)(C)C(C)(C)O3)[CH:26]=2)[CH:22]=[N:21]1.C(Cl)Cl.C(=O)([O-])[O-].[Cs+].[Cs+]. (2) Given the product [CH2:1]([O:5][CH2:6][CH2:7][O:8][C:9]1[CH:10]=[CH:11][C:12]([C:15]2[CH:20]=[CH:19][C:18]([N:21]3[CH2:25][CH:24]([CH3:26])[CH:23]([CH3:27])[CH2:22]3)=[C:17](/[CH:28]=[C:29](\[CH3:33])/[C:30]([NH:60][C:59]3[CH:58]=[CH:57][C:56]([S@:54]([CH2:53][C:52]4[N:48]([CH2:45][CH2:46][CH3:47])[CH:49]=[N:50][CH:51]=4)=[O:55])=[CH:62][CH:61]=3)=[O:31])[CH:16]=2)=[CH:13][CH:14]=1)[CH2:2][CH2:3][CH3:4], predict the reactants needed to synthesize it. The reactants are: [CH2:1]([O:5][CH2:6][CH2:7][O:8][C:9]1[CH:14]=[CH:13][C:12]([C:15]2[CH:20]=[CH:19][C:18]([N:21]3[CH2:25][CH:24]([CH3:26])[CH:23]([CH3:27])[CH2:22]3)=[C:17](/[CH:28]=[C:29](\[CH3:33])/[C:30](O)=[O:31])[CH:16]=2)=[CH:11][CH:10]=1)[CH2:2][CH2:3][CH3:4].CN(C=O)C.C(Cl)(=O)C(Cl)=O.[CH2:45]([N:48]1[C:52]([CH2:53][S:54]([C:56]2[CH:62]=[CH:61][C:59]([NH2:60])=[CH:58][CH:57]=2)=[O:55])=[CH:51][N:50]=[CH:49]1)[CH2:46][CH3:47]. (3) Given the product [CH2:25]([O:32][C:33]1[CH:34]=[C:35]([CH:39]=[C:40]([O:42][C@@H:43]([CH3:56])[CH2:44][O:45][Si:46]([CH:53]([CH3:55])[CH3:54])([CH:47]([CH3:49])[CH3:48])[CH:50]([CH3:52])[CH3:51])[CH:41]=1)[C:36]([NH:63][C:60]1[CH:61]=[CH:62][N:58]([CH3:57])[N:59]=1)=[O:38])[C:26]1[CH:31]=[CH:30][CH:29]=[CH:28][CH:27]=1, predict the reactants needed to synthesize it. The reactants are: CN(C(ON1N=NC2C=CC=NC1=2)=[N+](C)C)C.F[P-](F)(F)(F)(F)F.[CH2:25]([O:32][C:33]1[CH:34]=[C:35]([CH:39]=[C:40]([O:42][C@@H:43]([CH3:56])[CH2:44][O:45][Si:46]([CH:53]([CH3:55])[CH3:54])([CH:50]([CH3:52])[CH3:51])[CH:47]([CH3:49])[CH3:48])[CH:41]=1)[C:36]([OH:38])=O)[C:26]1[CH:31]=[CH:30][CH:29]=[CH:28][CH:27]=1.[CH3:57][N:58]1[CH:62]=[CH:61][C:60]([NH2:63])=[N:59]1.CCN(C(C)C)C(C)C. (4) Given the product [C:1]([O:5][C:6]([N:8]1[CH2:12][CH2:11][C@H:10]([O:13][C:14]2[C:15]3[CH2:23][N:22]([C:25]4[CH:26]=[N:27][C:28]([O:33][CH3:34])=[C:29]([C:30]#[N:31])[CH:32]=4)[CH2:21][CH2:20][C:16]=3[N:17]=[CH:18][N:19]=2)[CH2:9]1)=[O:7])([CH3:4])([CH3:2])[CH3:3], predict the reactants needed to synthesize it. The reactants are: [C:1]([O:5][C:6]([N:8]1[CH2:12][CH2:11][C@H:10]([O:13][C:14]2[C:15]3[CH2:23][NH:22][CH2:21][CH2:20][C:16]=3[N:17]=[CH:18][N:19]=2)[CH2:9]1)=[O:7])([CH3:4])([CH3:3])[CH3:2].Br[C:25]1[CH:26]=[N:27][C:28]([O:33][CH3:34])=[C:29]([CH:32]=1)[C:30]#[N:31].C(=O)([O-])[O-].[Cs+].[Cs+].CC(C1C=C(C(C)C)C(C2C=CC=CC=2P(C2CCCCC2)C2CCCCC2)=C(C(C)C)C=1)C. (5) Given the product [CH:1]1([CH2:6][CH:7]([C:11]2[CH:21]=[CH:20][C:14]3[S:15](=[O:19])(=[O:18])[CH2:16][CH2:17][C:13]=3[CH:12]=2)[C:8]([NH:28][C:29]2[CH:33]=[CH:32][N:31]([CH2:34][C:35]([OH:37])([CH3:36])[CH3:38])[N:30]=2)=[O:10])[CH2:2][CH2:3][CH2:4][CH2:5]1, predict the reactants needed to synthesize it. The reactants are: [CH:1]1([CH2:6][CH:7]([C:11]2[CH:21]=[CH:20][C:14]3[S:15](=[O:19])(=[O:18])[CH2:16][CH2:17][C:13]=3[CH:12]=2)[C:8]([OH:10])=O)[CH2:5][CH2:4][CH2:3][CH2:2]1.C(Cl)(=O)C(Cl)=O.[NH2:28][C:29]1[CH:33]=[CH:32][N:31]([CH2:34][C:35]([CH3:38])([OH:37])[CH3:36])[N:30]=1.N1C(C)=CC=CC=1C. (6) Given the product [CH3:5][C:3]1[N:6]=[C:7]([N:9]2[CH2:10][CH2:11][CH:12]([CH:15]3[CH2:20][CH2:19][N:18]([C:21]([O:23][C:24]([CH3:27])([CH3:26])[CH3:25])=[O:22])[CH2:17][CH2:16]3)[CH2:13][CH2:14]2)[S:8][CH:2]=1, predict the reactants needed to synthesize it. The reactants are: Cl[CH2:2][C:3]([CH3:5])=O.[NH2:6][C:7]([N:9]1[CH2:14][CH2:13][CH:12]([CH:15]2[CH2:20][CH2:19][N:18]([C:21]([O:23][C:24]([CH3:27])([CH3:26])[CH3:25])=[O:22])[CH2:17][CH2:16]2)[CH2:11][CH2:10]1)=[S:8].